Dataset: Catalyst prediction with 721,799 reactions and 888 catalyst types from USPTO. Task: Predict which catalyst facilitates the given reaction. (1) The catalyst class is: 17. Product: [Cl:32][C:31]1[C:30]([Cl:33])=[C:29]([CH3:34])[NH:28][C:27]=1[C:25]([NH:24][C@H:21]1[CH2:22][CH2:23][N:18]([C:10]2[CH:11]=[C:12]([C:7]([NH:6][S:2]([CH3:1])(=[O:4])=[O:3])=[CH:8][N:9]=2)[C:13]([O:15][CH2:16][CH3:17])=[O:14])[CH2:19][C@H:20]1[O:35][CH3:36])=[O:26]. Reactant: [CH3:1][S:2](Cl)(=[O:4])=[O:3].[NH2:6][C:7]1[C:12]([C:13]([O:15][CH2:16][CH3:17])=[O:14])=[CH:11][C:10]([N:18]2[CH2:23][CH2:22][C@H:21]([NH:24][C:25]([C:27]3[NH:28][C:29]([CH3:34])=[C:30]([Cl:33])[C:31]=3[Cl:32])=[O:26])[C@H:20]([O:35][CH3:36])[CH2:19]2)=[N:9][CH:8]=1. (2) Reactant: [F-].C([N+](CCCC)(CCCC)CCCC)CCC.[OH:19][CH:20]([C:31]1[C:32]([C:44]2[CH:49]=[CH:48][CH:47]=[CH:46][CH:45]=2)=[N:33][N:34]2[C:39]([Si](C)(C)C)=[CH:38][CH:37]=[CH:36][C:35]=12)[C:21]1[N:26]=[C:25]([C:27]([O:29][CH3:30])=[O:28])[CH:24]=[CH:23][CH:22]=1.[Cl-].[NH4+]. Product: [OH:19][CH:20]([C:31]1[C:32]([C:44]2[CH:45]=[CH:46][CH:47]=[CH:48][CH:49]=2)=[N:33][N:34]2[CH:39]=[CH:38][CH:37]=[CH:36][C:35]=12)[C:21]1[N:26]=[C:25]([C:27]([O:29][CH3:30])=[O:28])[CH:24]=[CH:23][CH:22]=1. The catalyst class is: 7.